Dataset: Reaction yield outcomes from USPTO patents with 853,638 reactions. Task: Predict the reaction yield, written as a fraction of the theoretical maximum amount of product (1.0 means a 100% yield; for example, 0.34 means a 34% yield). (1) The yield is 0.730. The reactants are [C:1]1([C:7]2[CH:8]=[CH:9][C:10]3[O:14][C:13](=S)[NH:12][C:11]=3[CH:16]=2)[CH:6]=[CH:5][CH:4]=[CH:3][CH:2]=1.P(Cl)(Cl)(Cl)(Cl)[Cl:18]. The catalyst is P(Cl)(Cl)(Cl)=O. The product is [Cl:18][C:13]1[O:14][C:10]2[CH:9]=[CH:8][C:7]([C:1]3[CH:6]=[CH:5][CH:4]=[CH:3][CH:2]=3)=[CH:16][C:11]=2[N:12]=1. (2) The reactants are [Br:1][C:2]1[CH:7]=[CH:6][C:5]([OH:8])=[CH:4][CH:3]=1.C(=O)([O-])[O-].[K+].[K+].I[CH:16]([CH3:18])[CH3:17].O. The catalyst is CS(C)=O. The product is [Br:1][C:2]1[CH:7]=[CH:6][C:5]([O:8][CH:16]([CH3:18])[CH3:17])=[CH:4][CH:3]=1. The yield is 0.790. (3) The reactants are [CH3:1][O:2][C:3]1[C:14]2[CH2:13][CH2:12][CH2:11][C:10]=2[N:9]2[C:5](=[N:6][C:7]([CH:15]=[O:16])=[CH:8]2)[N:4]=1.[Br-].[Mg+2].[Br-].[N+:20]([C:23]1[CH:41]=[CH:40][C:26]([CH2:27][O:28][C:29]([C:31]2[N:32]3[CH:35]([S:36][CH:37]=2)[CH:34]([Br:38])[C:33]3=[O:39])=[O:30])=[CH:25][CH:24]=1)([O-:22])=[O:21].[C:42](OC(=O)C)(=[O:44])[CH3:43]. The catalyst is C(OCC)(=O)C.C(N(CC)CC)C.C1COCC1.C(#N)C. The product is [N+:20]([C:23]1[CH:41]=[CH:40][C:26]([CH2:27][O:28][C:29]([C:31]2[N:32]3[CH:35]([S:36][CH:37]=2)[C:34]([CH:15]([O:16][C:42](=[O:44])[CH3:43])[C:7]2[N:6]=[C:5]4[N:9]([C:10]5[CH2:11][CH2:12][CH2:13][C:14]=5[C:3]([O:2][CH3:1])=[N:4]4)[CH:8]=2)([Br:38])[C:33]3=[O:39])=[O:30])=[CH:25][CH:24]=1)([O-:22])=[O:21]. The yield is 0.930. (4) The reactants are [NH2:1][C:2]1[CH:7]=[CH:6][C:5]([C:8]2[N:9]([CH:22]3[CH2:25][CH2:24][CH2:23]3)[C:10]3[C:15]([C:16]=2[C:17]#[N:18])=[CH:14][CH:13]=[C:12]([O:19][CH2:20][CH3:21])[CH:11]=3)=[CH:4][CH:3]=1.CCN(CC)CC.[F:33][C:34]([F:45])([F:44])[C:35](O[C:35](=[O:36])[C:34]([F:45])([F:44])[F:33])=[O:36]. The catalyst is C(Cl)Cl. The product is [C:17]([C:16]1[C:15]2[C:10](=[CH:11][C:12]([O:19][CH2:20][CH3:21])=[CH:13][CH:14]=2)[N:9]([CH:22]2[CH2:23][CH2:24][CH2:25]2)[C:8]=1[C:5]1[CH:4]=[CH:3][C:2]([NH:1][C:35](=[O:36])[C:34]([F:45])([F:44])[F:33])=[CH:7][CH:6]=1)#[N:18]. The yield is 1.00. (5) The reactants are C([O:8][C:9]1[CH:14]=[CH:13][C:12]([CH2:15][CH2:16][O:17][CH2:18][CH2:19][CH2:20][Cl:21])=[CH:11][CH:10]=1)C1C=CC=CC=1.[H][H]. The catalyst is C(O)C.[Pd]. The product is [Cl:21][CH2:20][CH2:19][CH2:18][O:17][CH2:16][CH2:15][C:12]1[CH:11]=[CH:10][C:9]([OH:8])=[CH:14][CH:13]=1. The yield is 0.790. (6) The reactants are [Cl:1][C:2]1[CH:3]=[C:4]([CH:7]=[CH:8][C:9]=1[CH2:10][N:11]1[C:19](=[O:20])[C:18]2[C:13](=[CH:14][CH:15]=[CH:16][CH:17]=2)[C:12]1=[O:21])[CH:5]=O.[C:22]([O-])([O-])=O.[K+].[K+]. The catalyst is O1CCOCC1.[Br-].C[P+](C1C=CC=CC=1)(C1C=CC=CC=1)C1C=CC=CC=1. The product is [Cl:1][C:2]1[CH:3]=[C:4]([CH:5]=[CH2:22])[CH:7]=[CH:8][C:9]=1[CH2:10][N:11]1[C:19](=[O:20])[C:18]2[C:13](=[CH:14][CH:15]=[CH:16][CH:17]=2)[C:12]1=[O:21]. The yield is 0.700. (7) The reactants are [OH:1][CH:2](C)[CH2:3][C:4]([O:6][C:7]1([CH2:14][CH3:15])[CH2:12][CH:11]2[CH2:13][CH:8]1[CH2:9][CH2:10]2)=[O:5].[C:17](OC1(CC)CC2CC1CC2)(=O)C.C(=O)C.C[Si](C)(C)[N-][Si](C)(C)C.[Li+].[CH:43]12[CH2:52][CH:46]([CH:47]([C:49](Cl)=[O:50])[CH2:48]1)[CH:45]=[CH:44]2. The catalyst is C(Cl)Cl.CN(C1C=CN=CC=1)C.N1C=CC=CC=1. The product is [CH:43]12[CH2:52][CH:46]([CH:47]([C:49]([O:1][CH2:2][CH:3]([C:4]([O:6][C:7]3([CH2:14][CH3:15])[CH2:12][CH:11]4[CH2:13][CH:8]3[CH2:9][CH2:10]4)=[O:5])[CH3:17])=[O:50])[CH2:48]1)[CH:45]=[CH:44]2. The yield is 0.849.